The task is: Regression. Given a peptide amino acid sequence and an MHC pseudo amino acid sequence, predict their binding affinity value. This is MHC class I binding data.. This data is from Peptide-MHC class I binding affinity with 185,985 pairs from IEDB/IMGT. (1) The peptide sequence is ACISSEATTPV. The MHC is Mamu-B01 with pseudo-sequence Mamu-B01. The binding affinity (normalized) is 0. (2) The peptide sequence is GAGVLDKDL. The MHC is HLA-A02:01 with pseudo-sequence HLA-A02:01. The binding affinity (normalized) is 0. (3) The peptide sequence is QKCGELLEFH. The MHC is HLA-A03:01 with pseudo-sequence HLA-A03:01. The binding affinity (normalized) is 0.